From a dataset of NCI-60 drug combinations with 297,098 pairs across 59 cell lines. Regression. Given two drug SMILES strings and cell line genomic features, predict the synergy score measuring deviation from expected non-interaction effect. (1) Drug 1: C1CCN(CC1)CCOC2=CC=C(C=C2)C(=O)C3=C(SC4=C3C=CC(=C4)O)C5=CC=C(C=C5)O. Drug 2: CC1C(C(CC(O1)OC2CC(OC(C2O)C)OC3=CC4=CC5=C(C(=O)C(C(C5)C(C(=O)C(C(C)O)O)OC)OC6CC(C(C(O6)C)O)OC7CC(C(C(O7)C)O)OC8CC(C(C(O8)C)O)(C)O)C(=C4C(=C3C)O)O)O)O. Cell line: IGROV1. Synergy scores: CSS=8.68, Synergy_ZIP=1.23, Synergy_Bliss=3.83, Synergy_Loewe=-7.12, Synergy_HSA=2.38. (2) Drug 1: CS(=O)(=O)C1=CC(=C(C=C1)C(=O)NC2=CC(=C(C=C2)Cl)C3=CC=CC=N3)Cl. Drug 2: C1CCC(C(C1)N)N.C(=O)(C(=O)[O-])[O-].[Pt+4]. Cell line: NCI-H460. Synergy scores: CSS=10.3, Synergy_ZIP=3.22, Synergy_Bliss=12.8, Synergy_Loewe=12.2, Synergy_HSA=12.9.